This data is from Catalyst prediction with 721,799 reactions and 888 catalyst types from USPTO. The task is: Predict which catalyst facilitates the given reaction. (1) Reactant: [C:1]([C:5]1[N:10]=[C:9]([N:11]2[CH2:16][CH2:15][N:14]([CH2:17][CH2:18][CH2:19][CH2:20][NH2:21])[CH2:13][CH2:12]2)[CH:8]=[C:7]([C:22]([F:25])([F:24])[F:23])[N:6]=1)([CH3:4])([CH3:3])[CH3:2].C1N=CN([C:31]([N:33]2[CH:37]=N[CH:35]=[CH:34]2)=[O:32])C=1.C1[C:46]2[C:41](=[CH:42][CH:43]=C[CH:45]=2)CN1. Product: [C:1]([C:5]1[N:10]=[C:9]([N:11]2[CH2:16][CH2:15][N:14]([CH2:17][CH2:18][CH2:19][CH2:20][NH:21][C:31]([N:33]3[CH2:34][C:35]4[C:43](=[CH:42][CH:41]=[CH:46][CH:45]=4)[CH2:37]3)=[O:32])[CH2:13][CH2:12]2)[CH:8]=[C:7]([C:22]([F:24])([F:25])[F:23])[N:6]=1)([CH3:4])([CH3:2])[CH3:3]. The catalyst class is: 147. (2) The catalyst class is: 1. Product: [OH:3][C@@H:4]1[CH2:9][C@H:8]([CH3:10])[S:7](=[O:12])(=[O:11])[C:6]2[S:13][C:14]([S:16]([NH2:19])(=[O:18])=[O:17])=[CH:15][C:5]1=2. Reactant: [BH4-].[Na+].[O:3]=[C:4]1[CH2:9][C@H:8]([CH3:10])[S:7](=[O:12])(=[O:11])[C:6]2[S:13][C:14]([S:16]([NH2:19])(=[O:18])=[O:17])=[CH:15][C:5]1=2. (3) Reactant: Cl[C:2]1[C:3]([NH:12][S:13]([C:16]2[CH:21]=[CH:20][CH:19]=[CH:18][CH:17]=2)(=[O:15])=[O:14])=[N:4][C:5]2[C:10]([N:11]=1)=[CH:9][CH:8]=[CH:7][CH:6]=2.[F:22][C:23]1[CH:29]=[CH:28][C:26]([NH2:27])=[CH:25][CH:24]=1.CC(N(C)C)=O. Product: [F:22][C:23]1[CH:29]=[CH:28][C:26]([NH:27][C:2]2[C:3]([NH:12][S:13]([C:16]3[CH:21]=[CH:20][CH:19]=[CH:18][CH:17]=3)(=[O:15])=[O:14])=[N:4][C:5]3[C:10]([N:11]=2)=[CH:9][CH:8]=[CH:7][CH:6]=3)=[CH:25][CH:24]=1. The catalyst class is: 5. (4) Reactant: [CH3:1][O:2][C:3]1[CH:4]=[CH:5][CH:6]=[C:7]2[C:12]=1[CH:11]=[N:10][CH:9]=[CH:8]2.C1C=C([Cl:19])C=C(C(OO)=[O:21])C=1. Product: [ClH:19].[CH3:1][O:2][C:3]1[CH:4]=[CH:5][CH:6]=[C:7]2[C:12]=1[CH:11]=[N+:10]([O-:21])[CH:9]=[CH:8]2. The catalyst class is: 2. (5) Product: [CH3:1][C:2]1([CH3:21])[O:6][CH:5]([CH2:7][C:8]2[C:13]([O:14][CH3:15])=[CH:12][C:11]([CH:16]=[O:17])=[C:10]([N+:18]([O-:20])=[O:19])[CH:9]=2)[CH2:4][O:3]1. The catalyst class is: 485. Reactant: [CH3:1][C:2]1([CH3:21])[O:6][CH:5]([CH2:7][C:8]2[C:13]([O:14][CH3:15])=[CH:12][C:11]([CH2:16][OH:17])=[C:10]([N+:18]([O-:20])=[O:19])[CH:9]=2)[CH2:4][O:3]1.